From a dataset of Catalyst prediction with 721,799 reactions and 888 catalyst types from USPTO. Predict which catalyst facilitates the given reaction. Reactant: [CH2:1]1[CH:12]2[CH:4]([NH:5][C:6]3[C:7]([C:13]([NH:15][C@H:16]([CH3:21])[C:17]([O:19]C)=[O:18])=[O:14])=[CH:8][CH:9]=[CH:10][C:11]=32)[CH2:3][CH2:2]1.[OH-].[Li+]. Product: [CH2:1]1[CH:12]2[CH:4]([NH:5][C:6]3[C:7]([C:13]([NH:15][C@H:16]([CH3:21])[C:17]([OH:19])=[O:18])=[O:14])=[CH:8][CH:9]=[CH:10][C:11]=32)[CH2:3][CH2:2]1. The catalyst class is: 1.